This data is from Reaction yield outcomes from USPTO patents with 853,638 reactions. The task is: Predict the reaction yield, written as a fraction of the theoretical maximum amount of product (1.0 means a 100% yield; for example, 0.34 means a 34% yield). The reactants are [F:1][C:2]([F:13])([C:6]1[CH:11]=[CH:10][C:9]([F:12])=[CH:8][CH:7]=1)[C:3](O)=O.[NH2:14][C:15]1[N:19]([CH3:20])[N:18]=[CH:17][C:16]=1[C:21]([NH2:23])=[O:22].C[Si](OP(=O)=O)(C)C. No catalyst specified. The product is [F:1][C:2]([F:13])([C:6]1[CH:11]=[CH:10][C:9]([F:12])=[CH:8][CH:7]=1)[C:3]1[N:14]=[C:15]2[N:19]([CH3:20])[N:18]=[CH:17][C:16]2=[C:21]([OH:22])[N:23]=1. The yield is 0.390.